From a dataset of NCI-60 drug combinations with 297,098 pairs across 59 cell lines. Regression. Given two drug SMILES strings and cell line genomic features, predict the synergy score measuring deviation from expected non-interaction effect. (1) Drug 1: C1CCC(CC1)NC(=O)N(CCCl)N=O. Drug 2: CC12CCC3C(C1CCC2OP(=O)(O)O)CCC4=C3C=CC(=C4)OC(=O)N(CCCl)CCCl.[Na+]. Cell line: MDA-MB-231. Synergy scores: CSS=8.86, Synergy_ZIP=-4.29, Synergy_Bliss=-3.55, Synergy_Loewe=-12.7, Synergy_HSA=-3.62. (2) Drug 1: C1=NC2=C(N1)C(=S)N=C(N2)N. Drug 2: CCC1(CC2CC(C3=C(CCN(C2)C1)C4=CC=CC=C4N3)(C5=C(C=C6C(=C5)C78CCN9C7C(C=CC9)(C(C(C8N6C)(C(=O)OC)O)OC(=O)C)CC)OC)C(=O)OC)O.OS(=O)(=O)O. Cell line: UACC-257. Synergy scores: CSS=36.8, Synergy_ZIP=-5.69, Synergy_Bliss=0.530, Synergy_Loewe=-8.61, Synergy_HSA=3.73.